Dataset: Forward reaction prediction with 1.9M reactions from USPTO patents (1976-2016). Task: Predict the product of the given reaction. (1) Given the reactants [OH:1][C:2]1[CH:3]=[CH:4][C:5]2[N:9]=[CH:8][N:7]([C:10]3[S:14][C:13]([C:15]([NH2:17])=[O:16])=[C:12]([O:18][C@@H:19]([C:21]4[CH:26]=[CH:25][CH:24]=[CH:23][C:22]=4[C:27]([F:30])([F:29])[F:28])[CH3:20])[CH:11]=3)[C:6]=2[CH:31]=1.[CH2:32]([S:34](Cl)(=[O:36])=[O:35])[CH3:33], predict the reaction product. The product is: [CH2:32]([S:34]([O:1][C:2]1[CH:3]=[CH:4][C:5]2[N:9]=[CH:8][N:7]([C:10]3[S:14][C:13]([C:15]([NH2:17])=[O:16])=[C:12]([O:18][C@@H:19]([C:21]4[CH:26]=[CH:25][CH:24]=[CH:23][C:22]=4[C:27]([F:29])([F:28])[F:30])[CH3:20])[CH:11]=3)[C:6]=2[CH:31]=1)(=[O:36])=[O:35])[CH3:33]. (2) Given the reactants [Br:1][C:2]1[CH:3]=[C:4]([OH:9])[CH:5]=[CH:6][C:7]=1[F:8].N1C=CC=CC=1.[C:16](OC(=O)C)(=[O:18])[CH3:17], predict the reaction product. The product is: [Br:1][C:2]1[CH:3]=[C:4]([O:9][C:16](=[O:18])[CH3:17])[CH:5]=[CH:6][C:7]=1[F:8]. (3) Given the reactants [CH3:1][C:2]([CH3:19])([CH3:18])[C:3]([NH:5][C:6]1[C:15]([F:16])=[CH:14][CH:13]=[C:12]([OH:17])[C:7]=1[C:8]([O:10][CH3:11])=[O:9])=[O:4].C(=O)([O-])[O-].[K+].[K+].[C:26]1(C)[CH:31]=CC=C[CH:27]=1, predict the reaction product. The product is: [CH3:1][C:2]([CH3:19])([CH3:18])[C:3]([NH:5][C:6]1[C:15]([F:16])=[CH:14][CH:13]=[C:12]([O:17][CH2:31][C:26]#[CH:27])[C:7]=1[C:8]([O:10][CH3:11])=[O:9])=[O:4]. (4) The product is: [N:4]([C:3]1[CH:5]=[CH:6][C:7]([N+:9]([O-:11])=[O:10])=[CH:8][C:2]=1[CH3:1])=[C:13]=[O:12]. Given the reactants [CH3:1][C:2]1[CH:8]=[C:7]([N+:9]([O-:11])=[O:10])[CH:6]=[CH:5][C:3]=1[NH2:4].[O:12]=[C:13](Cl)OC(Cl)(Cl)Cl, predict the reaction product. (5) Given the reactants [CH3:1][S:2]([C:5]1[CH:6]=[CH:7][C:8]([N:14]2[CH2:18][CH2:17][CH2:16][CH2:15]2)=[C:9]([CH:13]=1)[C:10]([OH:12])=[O:11])(=[O:4])=[O:3].Cl[C:20]1C=CC(S(CC)(=O)=O)=CC=1C(O)=O.N1CCCC1, predict the reaction product. The product is: [CH2:1]([S:2]([C:5]1[CH:6]=[CH:7][C:8]([N:14]2[CH2:18][CH2:17][CH2:16][CH2:15]2)=[C:9]([CH:13]=1)[C:10]([OH:12])=[O:11])(=[O:4])=[O:3])[CH3:20]. (6) Given the reactants [F:1][C:2]([F:22])([O:6][C:7]1[CH:8]=[C:9]([CH2:13][NH:14][C:15]2[CH:16]=[C:17]([OH:21])[CH:18]=[CH:19][CH:20]=2)[CH:10]=[CH:11][CH:12]=1)[CH:3]([F:5])[F:4].[F:23][C:24]([F:29])([F:28])[CH:25]1[O:27][CH2:26]1.FC(F)(F)S([O-])(=O)=O.[Yb+3].FC(F)(F)S([O-])(=O)=O.FC(F)(F)S([O-])(=O)=O.O, predict the reaction product. The product is: [F:1][C:2]([F:22])([O:6][C:7]1[CH:8]=[C:9]([CH2:13][N:14]([CH2:26][CH:25]([OH:27])[C:24]([F:29])([F:28])[F:23])[C:15]2[CH:16]=[C:17]([OH:21])[CH:18]=[CH:19][CH:20]=2)[CH:10]=[CH:11][CH:12]=1)[CH:3]([F:4])[F:5]. (7) Given the reactants [CH2:1]([NH:4][NH2:5])[CH:2]=[CH2:3].[CH3:6][C:7]([CH3:14])([CH3:13])[C:8](=O)[CH2:9][C:10]#[N:11], predict the reaction product. The product is: [CH2:1]([N:4]1[C:10]([NH2:11])=[CH:9][C:8]([C:7]([CH3:14])([CH3:13])[CH3:6])=[N:5]1)[CH:2]=[CH2:3]. (8) The product is: [O:1]1[C:5]2[CH:6]=[CH:7][C:8]([C:10]3([C:13]([NH:20][C:21]4[S:22][C:23]([CH:27]([C:35]5[CH:40]=[CH:39][CH:38]=[CH:37][C:36]=5[Cl:41])[NH:28][S@@:29]([C:31]([CH3:34])([CH3:32])[CH3:33])=[O:30])=[C:24]([CH3:26])[N:25]=4)=[O:15])[CH2:11][CH2:12]3)=[CH:9][C:4]=2[O:3][CH2:2]1. Given the reactants [O:1]1[C:5]2[CH:6]=[CH:7][C:8]([C:10]3([C:13]([OH:15])=O)[CH2:12][CH2:11]3)=[CH:9][C:4]=2[O:3][CH2:2]1.O=S(Cl)Cl.[NH2:20][C:21]1[S:22][C:23]([CH:27]([C:35]2[CH:40]=[CH:39][CH:38]=[CH:37][C:36]=2[Cl:41])[NH:28][S@@:29]([C:31]([CH3:34])([CH3:33])[CH3:32])=[O:30])=[C:24]([CH3:26])[N:25]=1.CCN(CC)CC, predict the reaction product. (9) Given the reactants Br[C:2]1[CH:3]=[CH:4][C:5]([N:16]2[CH2:21][CH2:20][CH2:19][CH2:18][CH2:17]2)=[C:6](/[CH:8]=[C:9](\[CH3:15])/[C:10]([O:12][CH2:13][CH3:14])=[O:11])[CH:7]=1.[CH2:22]([O:26][CH2:27][CH2:28][O:29][C:30]1[CH:35]=[CH:34][C:33](OB(O)O)=[CH:32][CH:31]=1)[CH2:23][CH2:24][CH3:25].C(=O)([O-])[O-].[K+].[K+], predict the reaction product. The product is: [CH2:22]([O:26][CH2:27][CH2:28][O:29][C:30]1[CH:31]=[CH:32][C:33]([C:2]2[CH:3]=[CH:4][C:5]([N:16]3[CH2:21][CH2:20][CH2:19][CH2:18][CH2:17]3)=[C:6](/[CH:8]=[C:9](\[CH3:15])/[C:10]([O:12][CH2:13][CH3:14])=[O:11])[CH:7]=2)=[CH:34][CH:35]=1)[CH2:23][CH2:24][CH3:25].